Dataset: Forward reaction prediction with 1.9M reactions from USPTO patents (1976-2016). Task: Predict the product of the given reaction. (1) Given the reactants [NH:1]1[C:9]2[C:4](=[CH:5][CH:6]=[CH:7][CH:8]=2)[C:3]2([C:21]3[C:12](=[CH:13][C:14]4[O:19][CH2:18][CH2:17][O:16][C:15]=4[CH:20]=3)[O:11][CH2:10]2)[C:2]1=[O:22].Br[CH2:24][CH:25]1[CH2:27][C:26]1([F:29])[F:28].C(=O)([O-])[O-].[Cs+].[Cs+], predict the reaction product. The product is: [F:28][C:26]1([F:29])[CH2:27][CH:25]1[CH2:24][N:1]1[C:9]2[C:4](=[CH:5][CH:6]=[CH:7][CH:8]=2)[C:3]2([C:21]3[C:12](=[CH:13][C:14]4[O:19][CH2:18][CH2:17][O:16][C:15]=4[CH:20]=3)[O:11][CH2:10]2)[C:2]1=[O:22]. (2) Given the reactants Br[C:2]1[CH:3]=[N:4][CH:5]=[C:6]([C:8]2[CH:13]=[CH:12][CH:11]=[CH:10][C:9]=2[F:14])[CH:7]=1.[B:15]1([B:15]2[O:19][C:18]([CH3:21])([CH3:20])[C:17]([CH3:23])([CH3:22])[O:16]2)[O:19][C:18]([CH3:21])([CH3:20])[C:17]([CH3:23])([CH3:22])[O:16]1.CC([O-])=O.[K+], predict the reaction product. The product is: [F:14][C:9]1[CH:10]=[CH:11][CH:12]=[CH:13][C:8]=1[C:6]1[CH:5]=[N:4][CH:3]=[C:2]([B:15]2[O:19][C:18]([CH3:21])([CH3:20])[C:17]([CH3:23])([CH3:22])[O:16]2)[CH:7]=1. (3) Given the reactants Br[C:2]1[N:7]2[CH:8]=[C:9](/[CH:11]=[CH:12]/[C:13]3[CH:22]=[CH:21][C:20]4[C:15](=[CH:16][CH:17]=[CH:18][CH:19]=4)[N:14]=3)[N:10]=[C:6]2[C:5]([N:23]2[CH2:28][CH2:27][O:26][CH2:25][CH2:24]2)=[N:4][CH:3]=1.[CH3:29][N:30]1[C:35](=[O:36])[N:34](COCC[Si](C)(C)C)[C:33]2[CH:45]=[CH:46][C:47](B3OC(C)(C)C(C)(C)O3)=[CH:48][C:32]=2[S:31]1(=[O:59])=[O:58].C(O)(C(F)(F)F)=O, predict the reaction product. The product is: [CH3:29][N:30]1[C:35](=[O:36])[NH:34][C:33]2[CH:45]=[CH:46][C:47]([C:2]3[N:7]4[CH:8]=[C:9](/[CH:11]=[CH:12]/[C:13]5[CH:22]=[CH:21][C:20]6[C:15](=[CH:16][CH:17]=[CH:18][CH:19]=6)[N:14]=5)[N:10]=[C:6]4[C:5]([N:23]4[CH2:24][CH2:25][O:26][CH2:27][CH2:28]4)=[N:4][CH:3]=3)=[CH:48][C:32]=2[S:31]1(=[O:59])=[O:58].